Dataset: Forward reaction prediction with 1.9M reactions from USPTO patents (1976-2016). Task: Predict the product of the given reaction. (1) Given the reactants Cl.Cl.CN(C)[C:5](=[O:30])[CH2:6][O:7][CH2:8][CH2:9][N:10]1[CH2:15][CH2:14][N:13]([CH:16]([C:24]2[CH:29]=[CH:28][CH:27]=[CH:26][CH:25]=2)[C:17]2[CH:22]=[CH:21][C:20]([Cl:23])=[CH:19][CH:18]=2)[CH2:12][CH2:11]1.CN(C)C(=O)C[O:36]CCN1CCN(C(C2C=CC=CC=2)C2C=CC([Cl:52])=CC=2)CC1, predict the reaction product. The product is: [ClH:23].[ClH:52].[C:24]1([CH:16]([N:13]2[CH2:14][CH2:15][N:10]([CH2:9][CH2:8][O:7][CH2:6][C:5]([OH:30])=[O:36])[CH2:11][CH2:12]2)[C:17]2[CH:18]=[CH:19][C:20]([Cl:23])=[CH:21][CH:22]=2)[CH:29]=[CH:28][CH:27]=[CH:26][CH:25]=1. (2) The product is: [CH3:12][O:13][C:14]1[S:18][C:17]([CH2:19][CH2:20][C:21]2[NH:28][N:29]=[C:30]([NH2:3])[CH:31]=2)=[CH:16][CH:15]=1. Given the reactants C(#[N:3])C.C([N-]C(C)C)(C)C.[Li+].[CH3:12][O:13][C:14]1[S:18][C:17]([CH2:19][CH2:20][C:21](OC)=O)=[CH:16][CH:15]=1.Cl.NN.[NH:28]1C=[CH:31][CH:30]=[N:29]1, predict the reaction product.